Dataset: Full USPTO retrosynthesis dataset with 1.9M reactions from patents (1976-2016). Task: Predict the reactants needed to synthesize the given product. Given the product [Cl:20][C:21]1[C:29]2[CH2:28][O:27][C:26](=[O:30])[C:25]=2[CH:24]=[CH:23][C:22]=1[CH2:31][CH2:32][N:6]1[CH2:5][CH2:4][N:3]([CH:8]2[CH2:17][CH2:16][C:15]3[CH:14]=[C:13]([C:18]#[N:19])[CH:12]=[CH:11][C:10]=3[CH2:9]2)[C:2](=[O:1])[CH2:7]1, predict the reactants needed to synthesize it. The reactants are: [O:1]=[C:2]1[CH2:7][NH:6][CH2:5][CH2:4][N:3]1[CH:8]1[CH2:17][CH2:16][C:15]2[CH:14]=[C:13]([C:18]#[N:19])[CH:12]=[CH:11][C:10]=2[CH2:9]1.[Cl:20][C:21]1[C:29]2[CH2:28][O:27][C:26](=[O:30])[C:25]=2[CH:24]=[CH:23][C:22]=1[CH2:31][CH:32]=O.